This data is from Forward reaction prediction with 1.9M reactions from USPTO patents (1976-2016). The task is: Predict the product of the given reaction. (1) Given the reactants [CH3:1][CH2:2][C:3]1[C:21]2=[N:22][C:5](=[CH:6][C:7]3[NH:11][C:10]([CH:12]=[C:13]4[CH:34]([CH3:35])[CH:33]([CH2:36][CH2:37][C:38]([O:40][CH3:41])=[O:39])[C:15]([C:16]5[CH:27](C(OC)=O)[C:25](=[O:26])[C:24]6[C:17]=5[NH:18][C:19]([C:23]=6[CH3:32])=[CH:20]2)=[N:14]4)=[C:9]([CH3:42])[C:8]=3[CH:43]=[CH2:44])[C:4]=1[CH3:45], predict the reaction product. The product is: [CH3:1][CH2:2][C:3]1[C:21]2=[N:22][C:5](=[CH:6][C:7]3[NH:11][C:10]([CH:12]=[C:13]4[C@@H:34]([CH3:35])[C@H:33]([CH2:36][CH2:37][C:38]([O:40][CH3:41])=[O:39])[C:15]([C:16]5[CH2:27][C:25](=[O:26])[C:24]6[C:17]=5[NH:18][C:19]([C:23]=6[CH3:32])=[CH:20]2)=[N:14]4)=[C:9]([CH3:42])[C:8]=3[CH:43]=[CH2:44])[C:4]=1[CH3:45]. (2) Given the reactants [Cl:1][C:2]1[C:3]([O:11][CH2:12][C:13]#[N:14])=[C:4]([CH:7]=[C:8]([F:10])[CH:9]=1)[C:5]#[N:6].[OH-:15].[K+].O, predict the reaction product. The product is: [NH2:6][C:5]1[C:4]2[CH:7]=[C:8]([F:10])[CH:9]=[C:2]([Cl:1])[C:3]=2[O:11][C:12]=1[C:13]([NH2:14])=[O:15].